This data is from HIV replication inhibition screening data with 41,000+ compounds from the AIDS Antiviral Screen. The task is: Binary Classification. Given a drug SMILES string, predict its activity (active/inactive) in a high-throughput screening assay against a specified biological target. (1) The compound is CC(Nc1ccc(S(=O)(=O)NC(=N)N)cc1)c1c2ccccc2nc2ccccc12. The result is 0 (inactive). (2) The result is 0 (inactive). The molecule is CCOC(=O)C(=Cc1ccc(OC)c(OC)c1)C(=O)c1ccccc1. (3) The molecule is Cc1ccc(C(=C2Sc3ccccc3S2)C(=C2Sc3ccccc3S2)c2ccc(C)s2)s1. The result is 0 (inactive). (4) The molecule is CC(C)(C)C1CCC2(CC1)CCN(N1CCCCCC1)CC2. The result is 0 (inactive). (5) The compound is CN(N=Cc1cccs1)c1ccc(Cl)cc1[N+](=O)[O-]. The result is 0 (inactive). (6) The compound is O=C(CCc1n[nH]c(=S)[nH]1)Nc1cc(Cl)ccc1Cl. The result is 0 (inactive). (7) The drug is NC(CCCCNc1ccn(C2OC(CO)C(O)C2O)c(=O)n1)C(=O)O.[NaH]. The result is 0 (inactive).